Predict which catalyst facilitates the given reaction. From a dataset of Catalyst prediction with 721,799 reactions and 888 catalyst types from USPTO. (1) Reactant: Br[C:2]1[CH:3]=[CH:4][C:5]([C:8]([NH:10][CH2:11][CH2:12][C:13]([O:15][C:16]([CH3:19])([CH3:18])[CH3:17])=[O:14])=[O:9])=[N:6][CH:7]=1.[CH:20]([C:22]1[CH:27]=[CH:26][CH:25]=[CH:24][C:23]=1B(O)O)=[O:21].C([O-])([O-])=O.[K+].[K+].O. Product: [CH:20]([C:22]1[CH:27]=[CH:26][CH:25]=[CH:24][C:23]=1[C:2]1[CH:3]=[CH:4][C:5]([C:8]([NH:10][CH2:11][CH2:12][C:13]([O:15][C:16]([CH3:19])([CH3:18])[CH3:17])=[O:14])=[O:9])=[N:6][CH:7]=1)=[O:21]. The catalyst class is: 800. (2) Reactant: Br[C:2]1[CH:3]=[C:4]([S:9]([N:12]([CH3:14])[CH3:13])(=[O:11])=[O:10])[CH:5]=[C:6]([CH3:8])[CH:7]=1.[C:15](=[NH:28])([C:22]1[CH:27]=[CH:26][CH:25]=[CH:24][CH:23]=1)[C:16]1[CH:21]=[CH:20][CH:19]=[CH:18][CH:17]=1.C(=O)([O-])[O-].[Cs+].[Cs+].C1C=CC(P(C2C(C3C(P(C4C=CC=CC=4)C4C=CC=CC=4)=CC=C4C=3C=CC=C4)=C3C(C=CC=C3)=CC=2)C2C=CC=CC=2)=CC=1. Product: [C:16]1([C:15](=[N:28][C:2]2[CH:3]=[C:4]([S:9]([N:12]([CH3:14])[CH3:13])(=[O:11])=[O:10])[CH:5]=[C:6]([CH3:8])[CH:7]=2)[C:22]2[CH:23]=[CH:24][CH:25]=[CH:26][CH:27]=2)[CH:21]=[CH:20][CH:19]=[CH:18][CH:17]=1. The catalyst class is: 160. (3) Reactant: [CH3:1][S:2][C:3]1[NH:4][C:5](=[O:18])[C:6]2[C:11]([C:12]3[CH:17]=[CH:16][CH:15]=[CH:14][CH:13]=3)=[CH:10][O:9][C:7]=2[N:8]=1.C1C(=O)N([Br:26])C(=O)C1.C([O-])(=O)C.[K+]. Product: [Br:26][C:10]1[O:9][C:7]2[N:8]=[C:3]([S:2][CH3:1])[NH:4][C:5](=[O:18])[C:6]=2[C:11]=1[C:12]1[CH:17]=[CH:16][CH:15]=[CH:14][CH:13]=1. The catalyst class is: 3. (4) Reactant: C([O:5][C:6](=[O:25])[CH:7]=[CH:8][C:9]1[CH:14]=[CH:13][C:12]([CH:15]=[CH:16][C:17](=[O:24])[C:18]2[CH:23]=[CH:22][CH:21]=[CH:20][CH:19]=2)=[CH:11][N:10]=1)(C)(C)C. Product: [O:24]=[C:17]([C:18]1[CH:19]=[CH:20][CH:21]=[CH:22][CH:23]=1)[CH:16]=[CH:15][C:12]1[CH:13]=[CH:14][C:9]([CH:8]=[CH:7][C:6]([OH:25])=[O:5])=[N:10][CH:11]=1. The catalyst class is: 157. (5) Reactant: [NH2:1][C:2]1[CH:3]=[C:4]2[C:17](=[CH:18][CH:19]=1)[N:16]1[CH2:20][C@@H:21]([CH3:25])[O:22][C@@H:23]([CH3:24])[C@@H:15]1[C:6]1([C:11](=[O:12])[NH:10][C:9](=[O:13])[NH:8][C:7]1=[O:14])[CH2:5]2.[CH2:26]([N:28]([CH2:31]C)CC)C.C[O:34]C(=O)NOC1C=CC=CC=1.CN.C1(OC(Cl)=O)C=CC=CC=1. Product: [CH3:25][C@H:21]1[O:22][C@@H:23]([CH3:24])[C@@H:15]2[C:6]3([CH2:5][C:4]4[C:17]([N:16]2[CH2:20]1)=[CH:18][CH:19]=[C:2]([NH:1][C:26]([NH:28][CH3:31])=[O:34])[CH:3]=4)[C:7](=[O:14])[NH:8][C:9](=[O:13])[NH:10][C:11]3=[O:12]. The catalyst class is: 76. (6) Reactant: C(C1C=CC(CN)=CC=1)(C)(C)C.O(C(OC(C)(C)C)=O)C(OC(C)(C)C)=O.[C:28]([C:32]1[CH:37]=[CH:36][C:35]([CH2:38][N:39]=[C:40]=[O:41])=[CH:34][CH:33]=1)([CH3:31])([CH3:30])[CH3:29].[NH2:42][CH2:43][C:44]1[CH:49]=[C:48]([CH:50]=[CH2:51])[C:47]([NH:52][S:53]([CH3:56])(=[O:55])=[O:54])=[C:46]([Cl:57])[CH:45]=1. Product: [C:28]([C:32]1[CH:33]=[CH:34][C:35]([CH2:38][NH:39][C:40](=[O:41])[NH:42][CH2:43][C:44]2[CH:49]=[C:48]([CH:50]=[CH2:51])[C:47]([NH:52][S:53]([CH3:56])(=[O:55])=[O:54])=[C:46]([Cl:57])[CH:45]=2)=[CH:36][CH:37]=1)([CH3:31])([CH3:29])[CH3:30]. The catalyst class is: 79. (7) Reactant: [CH3:1][O:2][CH2:3][CH2:4][CH2:5][O:6][C:7]1[CH:8]=[C:9]([CH:18]=[CH:19][C:20]=1[CH3:21])[C:10](OCCCOC)=[O:11].[H-].[Al+3].[Li+].[H-].[H-].[H-].[OH-].[Na+].Cl. Product: [CH3:1][O:2][CH2:3][CH2:4][CH2:5][O:6][C:7]1[CH:8]=[C:9]([CH2:10][OH:11])[CH:18]=[CH:19][C:20]=1[CH3:21]. The catalyst class is: 30. (8) Reactant: [C:1]([C:3]1[CH:8]=[CH:7][C:6]([C:9]2[CH:10]=[N:11][N:12]3[CH:17]=[CH:16][C:15]([C:18]4[CH:26]=[CH:25][C:21]([C:22]([OH:24])=O)=[CH:20][CH:19]=4)=[N:14][C:13]=23)=[CH:5][CH:4]=1)#[N:2].CN1CCOCC1.CN(C(ON1N=NC2C=CC=NC1=2)=[N+](C)C)C.F[P-](F)(F)(F)(F)F.[N:58]1([C:64]([O:66][C:67]([CH3:70])([CH3:69])[CH3:68])=[O:65])[CH2:63][CH2:62][NH:61][CH2:60][CH2:59]1. Product: [C:1]([C:3]1[CH:4]=[CH:5][C:6]([C:9]2[CH:10]=[N:11][N:12]3[CH:17]=[CH:16][C:15]([C:18]4[CH:19]=[CH:20][C:21]([C:22]([N:61]5[CH2:60][CH2:59][N:58]([C:64]([O:66][C:67]([CH3:70])([CH3:69])[CH3:68])=[O:65])[CH2:63][CH2:62]5)=[O:24])=[CH:25][CH:26]=4)=[N:14][C:13]=23)=[CH:7][CH:8]=1)#[N:2]. The catalyst class is: 31. (9) The catalyst class is: 7. Product: [Cl:1][C:2]1[C:7]([C:8]2([C:9]#[N:10])[CH2:15][CH2:14][CH2:13][CH2:12]2)=[CH:6][CH:5]=[CH:4][N:3]=1. Reactant: [Cl:1][C:2]1[C:7]([CH2:8][C:9]#[N:10])=[CH:6][CH:5]=[CH:4][N:3]=1.Br[CH2:12][CH2:13][CH2:14][CH2:15]Br.C[Si]([N-][Si](C)(C)C)(C)C.[Na+]. (10) Reactant: [CH3:1][C:2]1[CH:3]=[C:4]([C:19]2[S:23][C:22]([C:24]3([OH:34])[CH2:33][CH2:32][C:27]4(OCC[O:28]4)[CH2:26][CH2:25]3)=[N:21][CH:20]=2)[CH:5]=[C:6]([NH:8][C:9]2[N:14]=[C:13]([C:15]([F:18])([F:17])[F:16])[CH:12]=[CH:11][N:10]=2)[CH:7]=1.Cl.C(=O)(O)[O-].[Na+]. Product: [OH:34][C:24]1([C:22]2[S:23][C:19]([C:4]3[CH:5]=[C:6]([NH:8][C:9]4[N:14]=[C:13]([C:15]([F:17])([F:18])[F:16])[CH:12]=[CH:11][N:10]=4)[CH:7]=[C:2]([CH3:1])[CH:3]=3)=[CH:20][N:21]=2)[CH2:33][CH2:32][C:27](=[O:28])[CH2:26][CH2:25]1. The catalyst class is: 1.